Dataset: Catalyst prediction with 721,799 reactions and 888 catalyst types from USPTO. Task: Predict which catalyst facilitates the given reaction. Reactant: FC(F)(F)C([NH:5][C:6]1[CH:11]=[CH:10][C:9]([CH2:12][N:13]2[CH2:18][CH2:17][N:16]([C:19]([O:21][CH2:22][C:23]3[CH:28]=[CH:27][CH:26]=[CH:25][CH:24]=3)=[O:20])[CH2:15][CH2:14]2)=[C:8]([C:29]([F:32])([F:31])[F:30])[CH:7]=1)=O.C([O-])([O-])=O.[K+].[K+].[OH2:41]. Product: [C:22]([O:21][C:19]([N:16]1[CH2:15][CH2:14][N:13]([CH2:12][C:9]2[CH:10]=[CH:11][C:6]([NH2:5])=[CH:7][C:8]=2[C:29]([F:32])([F:30])[F:31])[CH2:18][CH2:17]1)=[O:20])(=[O:41])[C:23]1[CH:28]=[CH:27][CH:26]=[CH:25][CH:24]=1. The catalyst class is: 191.